Dataset: Forward reaction prediction with 1.9M reactions from USPTO patents (1976-2016). Task: Predict the product of the given reaction. (1) Given the reactants [CH2:1]([NH:3][CH2:4][CH3:5])[CH3:2].[O:6]=[C:7]1[CH2:12][CH2:11][CH2:10][CH2:9][CH:8]1[C:13]([OH:15])=O.[Br:16]Br, predict the reaction product. The product is: [CH2:1]([N:3]([CH2:4][CH3:5])[C:13]([CH:8]1[CH2:9][CH2:10][CH2:11][CH:12]([Br:16])[C:7]1=[O:6])=[O:15])[CH3:2]. (2) Given the reactants [H-].[Na+].[I:3][C:4]1[CH:9]=[CH:8][N:7]=[C:6]2[NH:10][C:11]([C:13]3[CH:22]=[CH:21][C:16]([C:17]([O:19][CH3:20])=[O:18])=[CH:15][CH:14]=3)=[N:12][C:5]=12.[CH3:23][Si:24]([CH2:27][CH2:28][O:29][CH2:30]Cl)([CH3:26])[CH3:25].O, predict the reaction product. The product is: [I:3][C:4]1[CH:9]=[CH:8][N:7]=[C:6]2[N:10]([CH2:30][O:29][CH2:28][CH2:27][Si:24]([CH3:26])([CH3:25])[CH3:23])[C:11]([C:13]3[CH:14]=[CH:15][C:16]([C:17]([O:19][CH3:20])=[O:18])=[CH:21][CH:22]=3)=[N:12][C:5]=12. (3) The product is: [CH2:1]([C:3]([C:28]1[CH:33]=[CH:32][C:31]([O:34][S:35]([C:38]([F:39])([F:40])[F:41])(=[O:37])=[O:36])=[C:30]([CH3:42])[CH:29]=1)([C:6]1[CH:11]=[CH:10][C:9](/[CH:12]=[CH:13]/[C:14]([OH:23])([C:19]([F:20])([F:21])[F:22])[C:15]([F:16])([F:17])[F:18])=[C:8]([CH3:27])[CH:7]=1)[CH2:4][CH3:5])[CH3:2]. Given the reactants [CH2:1]([C:3]([C:28]1[CH:33]=[CH:32][C:31]([O:34][S:35]([C:38]([F:41])([F:40])[F:39])(=[O:37])=[O:36])=[C:30]([CH3:42])[CH:29]=1)([C:6]1[CH:11]=[CH:10][C:9](/[CH:12]=[CH:13]/[C:14]([O:23]COC)([C:19]([F:22])([F:21])[F:20])[C:15]([F:18])([F:17])[F:16])=[C:8]([CH3:27])[CH:7]=1)[CH2:4][CH3:5])[CH3:2].FC(F)(F)C(O)=O, predict the reaction product. (4) Given the reactants N#N.[CH3:3][O:4][C:5]([C:8]1[O:9][CH:10]=[C:11]([CH2:13][N:14]2[N:18]=[C:17]([N+:19]([O-])=O)[CH:16]=[N:15]2)[N:12]=1)([CH3:7])[CH3:6].[NH4+].[Cl-], predict the reaction product. The product is: [CH3:3][O:4][C:5]([C:8]1[O:9][CH:10]=[C:11]([CH2:13][N:14]2[N:18]=[C:17]([NH2:19])[CH:16]=[N:15]2)[N:12]=1)([CH3:7])[CH3:6]. (5) Given the reactants Br[CH2:2][CH2:3][O:4][C:5]1[C:10]([C:11]2[CH:16]=[CH:15][C:14]([S:17]([CH3:20])(=[O:19])=[O:18])=[CH:13][CH:12]=2)=[CH:9][C:8]([C:21]2[NH:30][C:29](=[O:31])[C:28]3[C:23](=[CH:24][C:25]([O:34][CH3:35])=[CH:26][C:27]=3[O:32][CH3:33])[N:22]=2)=[CH:7][CH:6]=1.[CH:36]([NH2:39])([CH3:38])[CH3:37], predict the reaction product. The product is: [CH:36]([NH:39][CH2:2][CH2:3][O:4][C:5]1[C:10]([C:11]2[CH:16]=[CH:15][C:14]([S:17]([CH3:20])(=[O:19])=[O:18])=[CH:13][CH:12]=2)=[CH:9][C:8]([C:21]2[NH:30][C:29](=[O:31])[C:28]3[C:23](=[CH:24][C:25]([O:34][CH3:35])=[CH:26][C:27]=3[O:32][CH3:33])[N:22]=2)=[CH:7][CH:6]=1)([CH3:38])[CH3:37].